Dataset: TCR-epitope binding with 47,182 pairs between 192 epitopes and 23,139 TCRs. Task: Binary Classification. Given a T-cell receptor sequence (or CDR3 region) and an epitope sequence, predict whether binding occurs between them. (1) The epitope is RLQSLQTYV. The TCR CDR3 sequence is CASSQEVAGFMKQFF. Result: 0 (the TCR does not bind to the epitope). (2) The epitope is QASQEVKNW. The TCR CDR3 sequence is CSATNRDRGLEQYF. Result: 0 (the TCR does not bind to the epitope). (3) The epitope is KAYNVTQAF. The TCR CDR3 sequence is CASSVRDRGEYNEQFF. Result: 1 (the TCR binds to the epitope). (4) The epitope is RQLLFVVEV. The TCR CDR3 sequence is CASSLTNTEAFF. Result: 1 (the TCR binds to the epitope).